Dataset: Reaction yield outcomes from USPTO patents with 853,638 reactions. Task: Predict the reaction yield, written as a fraction of the theoretical maximum amount of product (1.0 means a 100% yield; for example, 0.34 means a 34% yield). (1) The reactants are [CH2:1]([O:8][C:9]([N:11]1[CH2:16][CH2:15][N:14]([C:17]2[CH:22]=[CH:21][C:20]([N+:23]([O-])=O)=[C:19]([N:26]3[CH2:31][CH2:30][CH:29]([CH3:32])[CH2:28][CH2:27]3)[CH:18]=2)[CH2:13][CH2:12]1)=[O:10])[C:2]1[CH:7]=[CH:6][CH:5]=[CH:4][CH:3]=1.[Cl-].[NH4+:34].[CH3:35][CH2:36][O:37][C:38]([CH3:40])=O.ClCCl.[CH3:44][CH2:45]O.[OH2:47]. The catalyst is [Fe]. The product is [CH2:1]([O:8][C:9]([N:11]1[CH2:16][CH2:15][N:14]([C:17]2[CH:22]=[CH:21][C:20]([NH:23][C:35]([C:36]3[O:37][C:38]([C:40]#[N:34])=[CH:44][CH:45]=3)=[O:47])=[C:19]([N:26]3[CH2:31][CH2:30][CH:29]([CH3:32])[CH2:28][CH2:27]3)[CH:18]=2)[CH2:13][CH2:12]1)=[O:10])[C:2]1[CH:7]=[CH:6][CH:5]=[CH:4][CH:3]=1. The yield is 0.730. (2) The reactants are C(Cl)(=[O:3])C.[Cl:5][C:6]1[CH:11]=[CH:10][C:9]([C:12]2[N:17]=C(C#N)[CH:15]=[CH:14][C:13]=2[O:20][CH2:21][CH:22]2[CH2:24][CH2:23]2)=[CH:8][CH:7]=1.[CH2:25]([OH:27])[CH3:26]. No catalyst specified. The product is [Cl:5][C:6]1[CH:11]=[CH:10][C:9]([C:12]2[N:17]=[C:26]([C:25]([OH:3])=[O:27])[CH:15]=[CH:14][C:13]=2[O:20][CH2:21][CH:22]2[CH2:24][CH2:23]2)=[CH:8][CH:7]=1. The yield is 0.703.